From a dataset of Catalyst prediction with 721,799 reactions and 888 catalyst types from USPTO. Predict which catalyst facilitates the given reaction. (1) Reactant: C([O:3][C:4]([C:6]1[C:7]([O:18][C:19]2[CH:24]=[CH:23][CH:22]=[CH:21][C:20]=2[CH3:25])=[N:8][C:9]([C:12]2[N:17]=[CH:16][CH:15]=[CH:14][N:13]=2)=[N:10][CH:11]=1)=[O:5])C.Cl. Product: [C:20]1([CH3:25])[CH:21]=[CH:22][CH:23]=[CH:24][C:19]=1[O:18][C:7]1[C:6]([C:4]([OH:5])=[O:3])=[CH:11][N:10]=[C:9]([C:12]2[N:13]=[CH:14][CH:15]=[CH:16][N:17]=2)[N:8]=1. The catalyst class is: 8. (2) Reactant: [CH3:1][N:2]1[C:10]2[N:9]=[CH:8][CH:7]=[CH:6][C:5]=2[N:4]=[C:3]1[N:11]1[CH2:16][CH2:15][N:14](C(OC(C)(C)C)=O)[CH2:13][CH2:12]1.FC(F)(F)C(O)=O.C(=O)([O-])[O-].[Na+].[Na+]. Product: [CH3:1][N:2]1[C:10]2[N:9]=[CH:8][CH:7]=[CH:6][C:5]=2[N:4]=[C:3]1[N:11]1[CH2:12][CH2:13][NH:14][CH2:15][CH2:16]1. The catalyst class is: 4. (3) Reactant: IC.[F:3][C:4]1[CH:9]=[CH:8][C:7]([C:10]([N:12]2[CH2:17][CH2:16][N:15]3[N:18]=[C:19]([CH2:22][O:23][C:24]4[CH:29]=[CH:28][CH:27]=[CH:26][CH:25]=4)[C:20]([OH:21])=[C:14]3[CH2:13]2)=[O:11])=[CH:6][CH:5]=1.[C:30]([O-])([O-])=O.[Cs+].[Cs+]. Product: [F:3][C:4]1[CH:5]=[CH:6][C:7]([C:10]([N:12]2[CH2:17][CH2:16][N:15]3[N:18]=[C:19]([CH2:22][O:23][C:24]4[CH:25]=[CH:26][CH:27]=[CH:28][CH:29]=4)[C:20]([O:21][CH3:30])=[C:14]3[CH2:13]2)=[O:11])=[CH:8][CH:9]=1. The catalyst class is: 3. (4) Reactant: Br[C:2]1[C:3]([NH2:9])=[N:4][C:5]([Cl:8])=[N:6][CH:7]=1.C([Sn](CCCC)(CCCC)[CH:15]=[CH:16][O:17][CH2:18][CH3:19])CCC. Product: [Cl:8][C:5]1[N:4]=[C:3]([NH2:9])[C:2]([CH:15]=[CH:16][O:17][CH2:18][CH3:19])=[CH:7][N:6]=1. The catalyst class is: 109. (5) Reactant: [OH:1][C:2]1[CH:7]=[C:6]([CH:8]([CH3:17])[CH2:9][CH2:10]/[CH:11]=[CH:12]/[C:13]([O:15][CH3:16])=[O:14])[O:5][C:4](=[O:18])[C:3]=1[C:19](=[O:22])[CH2:20][CH3:21].CCN(C(C)C)C(C)C.[CH3:32]/[C:33](/[CH2:37][CH2:38][CH2:39][CH2:40][CH3:41])=[CH:34]\[CH:35]=O. Product: [CH3:21]/[C:20](=[CH:35]\[CH:34]=[C:33]([CH3:32])[CH2:37][CH2:38][CH2:39][CH2:40][CH3:41])/[C:19]([C:3]1[C:4](=[O:18])[O:5][C:6]([CH:8]([CH3:17])[CH2:9][CH2:10]/[CH:11]=[CH:12]/[C:13]([O:15][CH3:16])=[O:14])=[CH:7][C:2]=1[OH:1])=[O:22]. The catalyst class is: 642.